From a dataset of NCI-60 drug combinations with 297,098 pairs across 59 cell lines. Regression. Given two drug SMILES strings and cell line genomic features, predict the synergy score measuring deviation from expected non-interaction effect. (1) Drug 1: C1CCC(C1)C(CC#N)N2C=C(C=N2)C3=C4C=CNC4=NC=N3. Drug 2: C(CN)CNCCSP(=O)(O)O. Cell line: SF-268. Synergy scores: CSS=-0.674, Synergy_ZIP=1.82, Synergy_Bliss=4.85, Synergy_Loewe=0.240, Synergy_HSA=0.484. (2) Synergy scores: CSS=-2.29, Synergy_ZIP=1.98, Synergy_Bliss=4.05, Synergy_Loewe=-2.18, Synergy_HSA=-1.45. Drug 2: COC1=NC(=NC2=C1N=CN2C3C(C(C(O3)CO)O)O)N. Cell line: SR. Drug 1: CC1=C(C=C(C=C1)NC(=O)C2=CC=C(C=C2)CN3CCN(CC3)C)NC4=NC=CC(=N4)C5=CN=CC=C5. (3) Drug 1: CNC(=O)C1=NC=CC(=C1)OC2=CC=C(C=C2)NC(=O)NC3=CC(=C(C=C3)Cl)C(F)(F)F. Drug 2: C#CCC(CC1=CN=C2C(=N1)C(=NC(=N2)N)N)C3=CC=C(C=C3)C(=O)NC(CCC(=O)O)C(=O)O. Cell line: KM12. Synergy scores: CSS=0.752, Synergy_ZIP=-0.0160, Synergy_Bliss=-2.55, Synergy_Loewe=-0.757, Synergy_HSA=-2.74. (4) Drug 1: CN1C2=C(C=C(C=C2)N(CCCl)CCCl)N=C1CCCC(=O)O.Cl. Drug 2: CC(C)NC(=O)C1=CC=C(C=C1)CNNC.Cl. Cell line: MCF7. Synergy scores: CSS=1.04, Synergy_ZIP=-1.41, Synergy_Bliss=-3.45, Synergy_Loewe=-1.89, Synergy_HSA=-2.90. (5) Drug 1: CCC1(CC2CC(C3=C(CCN(C2)C1)C4=CC=CC=C4N3)(C5=C(C=C6C(=C5)C78CCN9C7C(C=CC9)(C(C(C8N6C=O)(C(=O)OC)O)OC(=O)C)CC)OC)C(=O)OC)O.OS(=O)(=O)O. Drug 2: N.N.Cl[Pt+2]Cl. Cell line: PC-3. Synergy scores: CSS=58.6, Synergy_ZIP=-3.60, Synergy_Bliss=-4.30, Synergy_Loewe=-4.66, Synergy_HSA=-2.92. (6) Drug 1: CC12CCC3C(C1CCC2O)C(CC4=C3C=CC(=C4)O)CCCCCCCCCS(=O)CCCC(C(F)(F)F)(F)F. Drug 2: C#CCC(CC1=CN=C2C(=N1)C(=NC(=N2)N)N)C3=CC=C(C=C3)C(=O)NC(CCC(=O)O)C(=O)O. Cell line: T-47D. Synergy scores: CSS=8.73, Synergy_ZIP=-4.93, Synergy_Bliss=-4.81, Synergy_Loewe=-2.97, Synergy_HSA=-2.86. (7) Drug 1: C1C(C(OC1N2C=NC3=C(N=C(N=C32)Cl)N)CO)O. Drug 2: COC1=NC(=NC2=C1N=CN2C3C(C(C(O3)CO)O)O)N. Cell line: LOX IMVI. Synergy scores: CSS=12.9, Synergy_ZIP=-3.97, Synergy_Bliss=2.89, Synergy_Loewe=-20.0, Synergy_HSA=-1.44.